Predict the reactants needed to synthesize the given product. From a dataset of Full USPTO retrosynthesis dataset with 1.9M reactions from patents (1976-2016). (1) Given the product [F:32][C:30]([F:33])([F:31])[C:26]1[CH:25]=[C:24]([N:7]2[C:8]3[CH2:9][CH2:10][CH2:11][C:12](=[O:23])[C:13]=3[CH:14]([C:15]3[CH:22]=[CH:21][C:18]([C:19]#[N:20])=[CH:17][CH:16]=3)[N:5]([CH2:1][CH2:2][O:38][CH3:37])[C:6]2=[O:34])[CH:29]=[CH:28][CH:27]=1, predict the reactants needed to synthesize it. The reactants are: [CH2:1]([N:5]1[CH:14]([C:15]2[CH:22]=[CH:21][C:18]([C:19]#[N:20])=[CH:17][CH:16]=2)[C:13]2[C:12](=[O:23])[CH2:11][CH2:10][CH2:9][C:8]=2[N:7]([C:24]2[CH:29]=[CH:28][CH:27]=[C:26]([C:30]([F:33])([F:32])[F:31])[CH:25]=2)[C:6]1=[O:34])[CH2:2]CC.BrC[CH2:37][O:38]C. (2) Given the product [CH3:29][O:28][C:27]1[CH:26]=[CH:25][CH:24]=[C:23]([CH2:30][C:31]([O:33][CH3:34])=[O:32])[C:22]=1[O:21][CH2:2][CH2:3][CH2:4][C:5]1[C:6]([CH:18]([CH3:19])[CH3:20])=[N:7][N:8]([C:10]2[N:15]=[N:14][C:69]([C:70]([OH:66])=[O:51])=[CH:68][CH:67]=2)[CH:9]=1, predict the reactants needed to synthesize it. The reactants are: O[CH2:2][CH2:3][CH2:4][C:5]1[C:6]([CH:18]([CH3:20])[CH3:19])=[N:7][N:8]([C:10]2[N:15]=[N:14]C(C#N)=CC=2)[CH:9]=1.[OH:21][C:22]1[C:27]([O:28][CH3:29])=[CH:26][CH:25]=[CH:24][C:23]=1[CH2:30][C:31]([O:33][CH3:34])=[O:32].C(P(CCCC)CCCC)CCC.N(C(N1CCCCC1)=O)=NC(N1CCCCC1)=[O:51].[O:66]1[CH2:70][CH2:69][CH2:68][CH2:67]1. (3) Given the product [CH3:1][O:2][C:3]1[CH:4]=[CH:5][CH:6]=[C:7]2[C:11]=1[NH:10][N:9]=[C:8]2[CH2:12][CH2:13][NH:19][C:41](=[O:44])[O:42][C:46]([CH3:52])([CH3:51])[CH3:47], predict the reactants needed to synthesize it. The reactants are: [CH3:1][O:2][C:3]1[CH:4]=[CH:5][CH:6]=[C:7]2[C:11]=1[NH:10][N:9]=[C:8]2[CH2:12][CH2:13]C(O)=O.C([N:19](CC)CC)C.C1(P(N=[N+]=[N-])(C2C=CC=CC=2)=O)C=CC=CC=1.[C:41](=[O:44])([O-])[OH:42].[Na+].[C:46]1([CH3:52])[CH:51]=CC=C[CH:47]=1. (4) Given the product [CH3:8][O:7][C:5](=[O:6])[C:4]1[CH:3]=[C:2]([CH2:40][C:39](=[O:38])[CH3:41])[N:11]=[C:10]([Cl:12])[CH:9]=1, predict the reactants needed to synthesize it. The reactants are: Cl[C:2]1[CH:3]=[C:4]([CH:9]=[C:10]([Cl:12])[N:11]=1)[C:5]([O:7][CH3:8])=[O:6].C[O-].C([Sn+](CCCC)CCCC)CCC.C1(C)C=CC=CC=1.C([O:38][C:39]([CH3:41])=[CH2:40])(=O)C. (5) Given the product [CH:1]1([CH2:4][O:5][CH:6]2[CH2:11][CH2:10][N:9]([CH2:13][CH2:14][CH2:15][N:16]3[C:21]4[CH:22]=[CH:23][C:24]([F:26])=[CH:25][C:20]=4[O:19][CH2:18][C:17]3=[O:27])[CH2:8][CH2:7]2)[CH2:2][CH2:3]1, predict the reactants needed to synthesize it. The reactants are: [CH:1]1([CH2:4][O:5][CH:6]2[CH2:11][CH2:10][NH:9][CH2:8][CH2:7]2)[CH2:3][CH2:2]1.Cl[CH2:13][CH2:14][CH2:15][N:16]1[C:21]2[CH:22]=[CH:23][C:24]([F:26])=[CH:25][C:20]=2[O:19][CH2:18][C:17]1=[O:27].C([O-])([O-])=O.[K+].[K+].